Regression. Given two drug SMILES strings and cell line genomic features, predict the synergy score measuring deviation from expected non-interaction effect. From a dataset of NCI-60 drug combinations with 297,098 pairs across 59 cell lines. (1) Drug 1: COC1=CC(=CC(=C1O)OC)C2C3C(COC3=O)C(C4=CC5=C(C=C24)OCO5)OC6C(C(C7C(O6)COC(O7)C8=CC=CS8)O)O. Drug 2: C1=CC=C(C=C1)NC(=O)CCCCCCC(=O)NO. Cell line: SW-620. Synergy scores: CSS=44.6, Synergy_ZIP=-0.203, Synergy_Bliss=3.00, Synergy_Loewe=-5.70, Synergy_HSA=5.51. (2) Drug 1: CN1C(=O)N2C=NC(=C2N=N1)C(=O)N. Drug 2: C1=CC=C(C(=C1)C(C2=CC=C(C=C2)Cl)C(Cl)Cl)Cl. Cell line: NCI-H522. Synergy scores: CSS=0.159, Synergy_ZIP=0.399, Synergy_Bliss=0.756, Synergy_Loewe=-0.499, Synergy_HSA=-0.367. (3) Cell line: NCI/ADR-RES. Drug 1: C1=C(C(=O)NC(=O)N1)N(CCCl)CCCl. Synergy scores: CSS=33.6, Synergy_ZIP=-11.5, Synergy_Bliss=-3.43, Synergy_Loewe=-1.75, Synergy_HSA=-0.495. Drug 2: CCN(CC)CCCC(C)NC1=C2C=C(C=CC2=NC3=C1C=CC(=C3)Cl)OC.